This data is from Catalyst prediction with 721,799 reactions and 888 catalyst types from USPTO. The task is: Predict which catalyst facilitates the given reaction. (1) Reactant: [CH:1]1([O:7][C:8]2[C:15]([F:16])=[CH:14][C:11]([CH:12]=[O:13])=[CH:10][C:9]=2[F:17])[CH2:6][CH2:5][CH2:4][CH2:3][CH2:2]1.[H-].[H-].[H-].[H-].[Li+].[Al+3]. Product: [CH:1]1([O:7][C:8]2[C:9]([F:17])=[CH:10][C:11]([CH2:12][OH:13])=[CH:14][C:15]=2[F:16])[CH2:2][CH2:3][CH2:4][CH2:5][CH2:6]1. The catalyst class is: 7. (2) Product: [CH2:16]([O:15][C:13](=[O:14])[CH:12]=[CH:26][CH2:27][CH:28]([CH3:30])[CH3:29])[C:17]1[CH:22]=[CH:21][CH:20]=[CH:19][CH:18]=1. The catalyst class is: 6. Reactant: P(OCC)(OCC)OCC.Br[CH2:12][C:13]([O:15][CH2:16][C:17]1[CH:22]=[CH:21][CH:20]=[CH:19][CH:18]=1)=[O:14].C(Br)C.[CH:26](=O)[CH2:27][CH:28]([CH3:30])[CH3:29].C(=O)([O-])[O-].[K+].[K+]. (3) Reactant: [H-].[Na+].[CH3:3][O:4][C:5]1[CH:20]=[C:19]([O:21][CH3:22])[CH:18]=[CH:17][C:6]=1[CH2:7][N:8]1[CH2:12][C@H:11]([CH:13]([CH3:15])[CH3:14])[NH:10][C:9]1=[O:16].Br[CH2:24][C:25]([O:27][CH2:28][CH3:29])=[O:26]. Product: [CH2:28]([O:27][C:25](=[O:26])[CH2:24][N:10]1[C@@H:11]([CH:13]([CH3:15])[CH3:14])[CH2:12][N:8]([CH2:7][C:6]2[CH:17]=[CH:18][C:19]([O:21][CH3:22])=[CH:20][C:5]=2[O:4][CH3:3])[C:9]1=[O:16])[CH3:29]. The catalyst class is: 3. (4) Reactant: [NH:1]1[C:9]2[C:4](=[CH:5][CH:6]=[CH:7][CH:8]=2)[C:3]([CH:10]=[O:11])=[CH:2]1.[H-].[Na+].[CH3:14][S:15](Cl)(=[O:17])=[O:16].O. Product: [CH3:14][S:15]([N:1]1[C:9]2[C:4](=[CH:5][CH:6]=[CH:7][CH:8]=2)[C:3]([CH:10]=[O:11])=[CH:2]1)(=[O:17])=[O:16]. The catalyst class is: 3. (5) Reactant: [CH3:1][O:2][C:3](=[O:15])[C@H:4]([CH2:13]S)[NH:5][C:6]([O:8][C:9]([CH3:12])([CH3:11])[CH3:10])=[O:7].C(=O)([O-])[O-].[K+].[K+]. Product: [C:9]([O:8][C:6]([NH:5][C:4](=[CH2:13])[C:3]([O:2][CH3:1])=[O:15])=[O:7])([CH3:12])([CH3:11])[CH3:10]. The catalyst class is: 18. (6) Reactant: [C:1]([O:5][C:6]([N:8]1[CH2:13][CH2:12][CH:11]([OH:14])[CH2:10][CH2:9]1)=[O:7])([CH3:4])([CH3:3])[CH3:2].[H-].[Na+].Cl.Cl[C:19]1[CH:24]=[CH:23][CH:22]=[CH:21][N:20]=1. Product: [C:1]([O:5][C:6]([N:8]1[CH2:13][CH2:12][CH:11]([O:14][C:19]2[CH:24]=[CH:23][CH:22]=[CH:21][N:20]=2)[CH2:10][CH2:9]1)=[O:7])([CH3:4])([CH3:2])[CH3:3]. The catalyst class is: 9.